From a dataset of Catalyst prediction with 721,799 reactions and 888 catalyst types from USPTO. Predict which catalyst facilitates the given reaction. Reactant: [Cl:1][C:2]1[CH:3]=[C:4]([N+:15]([O-:17])=[O:16])[CH:5]=[CH:6][C:7]=1[O:8][CH:9]1[CH2:14][CH2:13][NH:12][CH2:11][CH2:10]1.[C:18](O)(=O)[CH3:19].[C:22]([BH3-])#N.[Na+].C(=O)([O-])[O-].[K+].[K+]. Product: [Cl:1][C:2]1[CH:3]=[C:4]([N+:15]([O-:17])=[O:16])[CH:5]=[CH:6][C:7]=1[O:8][CH:9]1[CH2:14][CH2:13][N:12]([CH:18]([CH3:19])[CH3:22])[CH2:11][CH2:10]1. The catalyst class is: 21.